This data is from Reaction yield outcomes from USPTO patents with 853,638 reactions. The task is: Predict the reaction yield, written as a fraction of the theoretical maximum amount of product (1.0 means a 100% yield; for example, 0.34 means a 34% yield). (1) The product is [CH3:1][O:2][C:3]([C:5]1[CH:14]=[C:13]2[C:8]([CH:9]=[CH:10][C:11]([C:15]([F:18])([F:16])[F:17])=[N:12]2)=[C:7]([OH:19])[CH:6]=1)=[O:4]. The reactants are [CH3:1][O:2][C:3]([CH:5]1[CH2:14][C:13]2[N:12]=[C:11]([C:15]([F:18])([F:17])[F:16])[CH:10]=[CH:9][C:8]=2[C:7](=[O:19])[CH2:6]1)=[O:4].BrC(Cl)(Cl)Cl.N12CCCN=C1CCCCC2.CCCCCC. The catalyst is C(Cl)Cl.C(OCC)(=O)C. The yield is 0.950. (2) The reactants are [C:1]([O:5][C:6]([N:8]1[CH2:13][CH2:12][N:11]([CH2:14][C:15]2[N:20]=[C:19]3[N:21]=[C:22]([C:24]4[CH:29]=[CH:28][CH:27]=[C:26]([NH2:30])[CH:25]=4)[O:23][C:18]3=[CH:17][CH:16]=2)[CH2:10][CH2:9]1)=[O:7])([CH3:4])([CH3:3])[CH3:2].Cl.[CH3:32][N:33]([CH3:43])[C:34]1[CH:35]=[C:36]([CH:40]=[CH:41][CH:42]=1)[C:37](Cl)=[O:38]. The catalyst is N1C=CC=CC=1. The product is [C:1]([O:5][C:6]([N:8]1[CH2:13][CH2:12][N:11]([CH2:14][C:15]2[N:20]=[C:19]3[N:21]=[C:22]([C:24]4[CH:29]=[CH:28][CH:27]=[C:26]([NH:30][C:37](=[O:38])[C:36]5[CH:40]=[CH:41][CH:42]=[C:34]([N:33]([CH3:32])[CH3:43])[CH:35]=5)[CH:25]=4)[O:23][C:18]3=[CH:17][CH:16]=2)[CH2:10][CH2:9]1)=[O:7])([CH3:4])([CH3:2])[CH3:3]. The yield is 0.230. (3) The reactants are [Br:1][C:2]1[CH:3]=[CH:4][C:5]([CH2:10][CH2:11][C:12]2[CH:17]=[CH:16][CH:15]=[C:14]([O:18][CH3:19])[C:13]=2[CH3:20])=[C:6]([CH2:8]I)[CH:7]=1.CS(C)=O.[C-:25]#[N:26].[K+]. The catalyst is ClCCl.C(O)(C)C. The product is [Br:1][C:2]1[CH:3]=[CH:4][C:5]([CH2:10][CH2:11][C:12]2[CH:17]=[CH:16][CH:15]=[C:14]([O:18][CH3:19])[C:13]=2[CH3:20])=[C:6]([CH2:8][C:25]#[N:26])[CH:7]=1. The yield is 0.460. (4) The reactants are [NH2:1][C:2]1[S:3][CH:4]=[CH:5][N:6]=1.C[O:8][C:9](=O)[CH:10]([C:24]1[CH:29]=[CH:28][C:27]([S:30]([CH3:33])(=[O:32])=[O:31])=[CH:26][CH:25]=1)[CH2:11][CH:12]1[CH2:16][CH2:15][CH2:14][CH:13]1[O:17][CH:18]1[CH2:23][CH2:22][CH2:21][CH2:20][O:19]1.C[O-].[Mg+2].C[O-].CO. No catalyst specified. The product is [CH3:33][S:30]([C:27]1[CH:26]=[CH:25][C:24]([CH:10]([CH2:11][CH:12]2[CH2:16][CH2:15][CH2:14][CH:13]2[O:17][CH:18]2[CH2:23][CH2:22][CH2:21][CH2:20][O:19]2)[C:9]([NH:1][C:2]2[S:3][CH:4]=[CH:5][N:6]=2)=[O:8])=[CH:29][CH:28]=1)(=[O:32])=[O:31]. The yield is 0.380. (5) The reactants are C(O[C:4]([C:6]1[N:7]2[CH:13]=[C:12]([C:14]3[CH:19]=[CH:18][CH:17]=[CH:16][C:15]=3[N+:20]([O-:22])=[O:21])[N:11]=[C:8]2[S:9][CH:10]=1)=O)C.[OH-:23].[Na+].C1[CH2:29][O:28]CC1.O. No catalyst specified. The product is [N+:20]([C:15]1[CH:16]=[CH:17][CH:18]=[CH:19][C:14]=1[C:12]1[N:11]=[C:8]2[N:7]([CH:13]=1)[C:6]([CH2:4][C:29]([OH:28])=[O:23])=[CH:10][S:9]2)([O-:22])=[O:21]. The yield is 0.990. (6) The reactants are C([O:8][C:9]1[CH:19]=[CH:18][C:12]([C:13]([N:15]([CH3:17])[CH3:16])=[O:14])=[CH:11][C:10]=1[C:20]([NH:22][C:23]1[CH:28]=[C:27]([C:29]([F:32])([F:31])[F:30])[CH:26]=[C:25]([C:33]([F:36])([F:35])[F:34])[CH:24]=1)=[O:21])C1C=CC=CC=1.C(O)C. The catalyst is [Pd].C(OCC)(=O)C. The product is [F:30][C:29]([F:31])([F:32])[C:27]1[CH:28]=[C:23]([NH:22][C:20](=[O:21])[C:10]2[CH:11]=[C:12]([CH:18]=[CH:19][C:9]=2[OH:8])[C:13]([N:15]([CH3:17])[CH3:16])=[O:14])[CH:24]=[C:25]([C:33]([F:35])([F:34])[F:36])[CH:26]=1. The yield is 0.912.